Dataset: Full USPTO retrosynthesis dataset with 1.9M reactions from patents (1976-2016). Task: Predict the reactants needed to synthesize the given product. (1) Given the product [OH:6][C:7]1[CH:15]=[CH:14][CH:13]=[C:12]2[C:8]=1[C:9]([CH:21]=[O:22])=[CH:10][NH:11]2, predict the reactants needed to synthesize it. The reactants are: P(Cl)(Cl)(Cl)=O.[OH:6][C:7]1[CH:15]=[CH:14][CH:13]=[C:12]2[C:8]=1[CH:9]=[CH:10][NH:11]2.[OH-].[Na+].Cl.CN(C)[CH:21]=[O:22]. (2) Given the product [O:1]=[C:2]1[C:6]2([CH2:10][CH2:9][CH2:8][CH2:7]2)[CH2:5][N:4]([C:11]([O:13][C:14]([CH3:17])([CH3:16])[CH3:15])=[O:12])[CH2:3]1, predict the reactants needed to synthesize it. The reactants are: [OH:1][CH:2]1[C:6]2([CH2:10][CH2:9][CH2:8][CH2:7]2)[CH2:5][N:4]([C:11]([O:13][C:14]([CH3:17])([CH3:16])[CH3:15])=[O:12])[CH2:3]1.C1C=C[NH+]=CC=1.C1C=C[NH+]=CC=1.[O-][Cr](O[Cr]([O-])(=O)=O)(=O)=O. (3) Given the product [CH2:11]([O:13][C:14]([C:15]1[N:1]([C:4]2[CH:9]=[CH:8][C:7]([Br:10])=[CH:6][CH:5]=2)[N:2]=[N:3][C:16]=1[CH2:17][CH3:18])=[O:19])[CH3:12], predict the reactants needed to synthesize it. The reactants are: [N:1]([C:4]1[CH:9]=[CH:8][C:7]([Br:10])=[CH:6][CH:5]=1)=[N+:2]=[N-:3].[CH2:11]([O:13][C:14](=[O:19])[C:15]#[C:16][CH2:17][CH3:18])[CH3:12].